Dataset: NCI-60 drug combinations with 297,098 pairs across 59 cell lines. Task: Regression. Given two drug SMILES strings and cell line genomic features, predict the synergy score measuring deviation from expected non-interaction effect. Drug 1: CC1C(C(CC(O1)OC2CC(CC3=C2C(=C4C(=C3O)C(=O)C5=C(C4=O)C(=CC=C5)OC)O)(C(=O)C)O)N)O.Cl. Drug 2: CC12CCC3C(C1CCC2OP(=O)(O)O)CCC4=C3C=CC(=C4)OC(=O)N(CCCl)CCCl.[Na+]. Cell line: NCI-H460. Synergy scores: CSS=13.5, Synergy_ZIP=-1.41, Synergy_Bliss=-2.72, Synergy_Loewe=-33.1, Synergy_HSA=-2.15.